From a dataset of Forward reaction prediction with 1.9M reactions from USPTO patents (1976-2016). Predict the product of the given reaction. The product is: [NH:29]1[CH2:30][CH2:31][CH2:32][CH2:33][CH:27]([NH:26][C:24](=[O:25])[C:23]2[CH:41]=[CH:42][C:20]([NH:19][C:9]3[N:8]=[C:7]4[C:12]([N:13]([CH3:18])[C:14](=[O:17])[CH2:15][CH2:16][N:6]4[CH:1]4[CH2:5][CH2:4][CH2:3][CH2:2]4)=[CH:11][N:10]=3)=[C:21]([O:43][CH3:44])[CH:22]=2)[CH2:28]1. Given the reactants [CH:1]1([N:6]2[CH2:16][CH2:15][C:14](=[O:17])[N:13]([CH3:18])[C:12]3[C:7]2=[N:8][C:9]([NH:19][C:20]2[CH:42]=[CH:41][C:23]([C:24]([NH:26][CH:27]4[CH2:33][CH2:32][CH2:31][CH2:30][N:29](C(OC(C)(C)C)=O)[CH2:28]4)=[O:25])=[CH:22][C:21]=2[O:43][CH3:44])=[N:10][CH:11]=3)[CH2:5][CH2:4][CH2:3][CH2:2]1.C(O)(C(F)(F)F)=O, predict the reaction product.